From a dataset of Catalyst prediction with 721,799 reactions and 888 catalyst types from USPTO. Predict which catalyst facilitates the given reaction. (1) The catalyst class is: 15. Product: [F:17][C:14]([F:16])([F:15])[C:11]1[CH:10]=[CH:9][C:8]([C:5]2[CH:6]=[CH:7][C:2]3[NH:1][C:21](=[O:23])[CH2:20][CH2:19][NH:18][C:3]=3[CH:4]=2)=[CH:13][CH:12]=1. Reactant: [NH2:1][C:2]1[CH:7]=[CH:6][C:5]([C:8]2[CH:13]=[CH:12][C:11]([C:14]([F:17])([F:16])[F:15])=[CH:10][CH:9]=2)=[CH:4][C:3]=1[NH:18][CH2:19][CH2:20][C:21]([O:23]CC)=O. (2) Reactant: [Cl:1][C:2]1[CH:7]=[CH:6][C:5]([CH2:8][C@@H:9]([NH:31]C(OC(C)(C)C)=O)[C:10]([N:12]2[CH2:17][CH2:16][CH:15]([C:18]3[CH:23]=[CH:22][CH:21]=[CH:20][C:19]=3[N:24]3[CH:28]=[CH:27][N:26]([CH3:29])[C:25]3=[O:30])[CH2:14][CH2:13]2)=[O:11])=[CH:4][CH:3]=1.Cl.[N:40]1([C:53]([O:55][C:56]([CH3:59])([CH3:58])[CH3:57])=[O:54])[CH2:49][C:48]2[C:43](=[CH:44]C=CC=2)[CH2:42][C@H:41]1[C:50]([OH:52])=O.[CH:60]1[CH:65]=NC2N(O)N=NC=2[CH:61]=1.C(Cl)CCl. Product: [Cl:1][C:2]1[CH:7]=[CH:6][C:5]([CH2:8][C@@H:9]([NH:31][C:50]([C@@H:41]2[CH2:42][C:43]3[C:48](=[CH:61][CH:60]=[CH:65][CH:44]=3)[CH2:49][N:40]2[C:53]([O:55][C:56]([CH3:59])([CH3:58])[CH3:57])=[O:54])=[O:52])[C:10]([N:12]2[CH2:13][CH2:14][CH:15]([C:18]3[CH:23]=[CH:22][CH:21]=[CH:20][C:19]=3[N:24]3[CH:28]=[CH:27][N:26]([CH3:29])[C:25]3=[O:30])[CH2:16][CH2:17]2)=[O:11])=[CH:4][CH:3]=1. The catalyst class is: 329. (3) Reactant: Br[C:2]1[CH:36]=[CH:35][C:5]([CH2:6][S:7][C:8]2[CH:13]=[CH:12][C:11]([CH3:14])=[CH:10][C:9]=2[C:15]2[N:20]=[C:19]([N:21]3[C:25]([C:26]([F:29])([F:28])[F:27])=[C:24]([C:30]([O:32]CC)=[O:31])[CH:23]=[N:22]3)[CH:18]=[CH:17][CH:16]=2)=[CH:4][CH:3]=1.[F:37][C:38]([F:49])([F:48])[C:39]1[CH:44]=[CH:43][C:42](B(O)O)=[CH:41][CH:40]=1.[F-].[Cs+].[C:52](=[O:55])([O-])[O-:53].[Na+].[Na+].[OH-].[Na+]. Product: [C:52]([OH:53])([C:26]([F:29])([F:28])[F:27])=[O:55].[CH3:14][C:11]1[CH:12]=[CH:13][C:8]([S:7][CH2:6][C:5]2[CH:35]=[CH:36][C:2]([C:42]3[CH:43]=[CH:44][C:39]([C:38]([F:49])([F:48])[F:37])=[CH:40][CH:41]=3)=[CH:3][CH:4]=2)=[C:9]([C:15]2[N:20]=[C:19]([N:21]3[C:25]([C:26]([F:28])([F:29])[F:27])=[C:24]([C:30]([OH:32])=[O:31])[CH:23]=[N:22]3)[CH:18]=[CH:17][CH:16]=2)[CH:10]=1. The catalyst class is: 382. (4) Reactant: Cl.Cl.[C:3]([C:7]1[CH:12]=[CH:11][CH:10]=[CH:9][C:8]=1[N:13]1[CH2:18][CH2:17][NH:16][CH2:15][CH2:14]1)([CH3:6])([CH3:5])[CH3:4].C(N(CC)CC)C.[Cl-].C[O:28][C:29](=[O:39])[C:30]1[CH:38]=[CH:37][C:33]([C:34](O)=[O:35])=[CH:32][CH:31]=1.C(=O)([O-])O.[Na+]. Product: [C:3]([C:7]1[CH:12]=[CH:11][CH:10]=[CH:9][C:8]=1[N:13]1[CH2:18][CH2:17][N:16]([C:34]([C:33]2[CH:37]=[CH:38][C:30]([C:29]([OH:39])=[O:28])=[CH:31][CH:32]=2)=[O:35])[CH2:15][CH2:14]1)([CH3:6])([CH3:4])[CH3:5]. The catalyst class is: 1. (5) Product: [ClH:1].[CH3:2][NH:3][CH2:11][C:12]([CH3:20])([N:14]1[CH2:15][CH2:16][O:17][CH2:18][CH2:19]1)[CH3:13]. The catalyst class is: 440. Reactant: [ClH:1].[CH3:2][N:3]([CH2:11][C:12]([CH3:20])([N:14]1[CH2:19][CH2:18][O:17][CH2:16][CH2:15]1)[CH3:13])C(=O)OC(C)(C)C.